Dataset: Catalyst prediction with 721,799 reactions and 888 catalyst types from USPTO. Task: Predict which catalyst facilitates the given reaction. Product: [Br:8][C:5]1[CH:6]=[CH:7][C:2]([CH:10]([C:11]2[CH:3]=[CH:4][C:5]([Br:8])=[CH:13][CH:12]=2)[OH:14])=[CH:3][CH:4]=1. The catalyst class is: 1. Reactant: Br[C:2]1[CH:7]=[CH:6][C:5]([Br:8])=[CH:4][CH:3]=1.[Li][CH2:10][CH2:11][CH2:12][CH3:13].[OH2:14].